From a dataset of Experimentally validated miRNA-target interactions with 360,000+ pairs, plus equal number of negative samples. Binary Classification. Given a miRNA mature sequence and a target amino acid sequence, predict their likelihood of interaction. The miRNA is hsa-miR-5089-3p with sequence AUGCUACUCGGAAAUCCCACUGA. The protein sequence of the target gene is MDLMNGQASSVNIAATASEKSSSSESLSDKGSELKKSFDAVVFDVLKVTPEEYAGQITLMDVPVFKAIQPDELSSCGWNKKEKYSSAPNAVAFTRRFNHVSFWVVREILHAQTLKIRAEVLSHYIKTAKKLYELNNLHALMAVVSGLQSAPIFRLTKTWALLSRKDKTTFEKLEYVMSKEDNYKRLRDYISSLKMTPCIPYLGIYLSDLTYIDSAYPSTGSILENEQRSNLMNNILRIISDLQQSCEYDIPMLPHVQKYLNSVQYIEELQKFVEDDNYKLSLKIEPGTSTPRSAASREDL.... Result: 0 (no interaction).